From a dataset of Reaction yield outcomes from USPTO patents with 853,638 reactions. Predict the reaction yield, written as a fraction of the theoretical maximum amount of product (1.0 means a 100% yield; for example, 0.34 means a 34% yield). (1) The reactants are C([O:3][C:4](=[O:29])[CH2:5][C:6]1([C:23]2[CH:28]=[CH:27][CH:26]=[CH:25][CH:24]=2)[C:14]2[C:9](=[CH:10][CH:11]=[C:12]([C:15]3[C:16]([CH3:21])=[N:17][O:18][C:19]=3[CH3:20])[CH:13]=2)[NH:8][C:7]1=[O:22])C.O[Li].O.Cl. The catalyst is C1COCC1.CO.O. The product is [CH3:21][C:16]1[C:15]([C:12]2[CH:13]=[C:14]3[C:9](=[CH:10][CH:11]=2)[NH:8][C:7](=[O:22])[C:6]3([CH2:5][C:4]([OH:29])=[O:3])[C:23]2[CH:28]=[CH:27][CH:26]=[CH:25][CH:24]=2)=[C:19]([CH3:20])[O:18][N:17]=1. The yield is 0.620. (2) The reactants are [C:1]([N:9]1[CH2:22][CH2:21][C:20]2[C:19]3[C:18](B4OC(C)(C)C(C)(C)O4)=[CH:17][CH:16]=[CH:15][C:14]=3[NH:13][C:12]=2[CH2:11][CH2:10]1)(=[O:8])[C:2]1[CH:7]=[CH:6][CH:5]=[CH:4][CH:3]=1.P([O-])([O-])([O-])=O.[K+].[K+].[K+].Br[C:41]1[CH:46]=[CH:45][CH:44]=[CH:43][C:42]=1[C:47]([F:50])([F:49])[F:48].COP(OC)OC. The catalyst is O1CCOCC1.C1C=CC(/C=C/C(/C=C/C2C=CC=CC=2)=O)=CC=1.C1C=CC(/C=C/C(/C=C/C2C=CC=CC=2)=O)=CC=1.C1C=CC(/C=C/C(/C=C/C2C=CC=CC=2)=O)=CC=1.[Pd].[Pd]. The product is [C:1]([N:9]1[CH2:22][CH2:21][C:20]2[C:19]3[C:18]([C:41]4[CH:46]=[CH:45][CH:44]=[CH:43][C:42]=4[C:47]([F:50])([F:49])[F:48])=[CH:17][CH:16]=[CH:15][C:14]=3[NH:13][C:12]=2[CH2:11][CH2:10]1)(=[O:8])[C:2]1[CH:3]=[CH:4][CH:5]=[CH:6][CH:7]=1. The yield is 0.950.